The task is: Binary Classification. Given a miRNA mature sequence and a target amino acid sequence, predict their likelihood of interaction.. This data is from Experimentally validated miRNA-target interactions with 360,000+ pairs, plus equal number of negative samples. (1) The miRNA is hsa-miR-3145-5p with sequence AACUCCAAACACUCAAAACUCA. The protein sequence of the target gene is MTSLTQRSSGLVQRRTEASRNAADKERAAGGGGGSGEDEAQSRRDEQDDDDKGDSKETRLTLMEEVLLLGLKDREGYTSFWNDCISSGLRGCMLIELALRGRLQLEACGMRRKSLLTRKVICKSDAPTGDVLLDEALKHVKETQPPETVQNWIELLSGETWNPLKLHYQLRNVRERLAKNLVEKGVLTTEKQNFLLFDMTTHPLTNNNIKQRLIKKVQEAVLDKWVNDPHRMDKRLLALIYLAHASDVLENAFAPLLDEQYDLATKRVRQLLDLDPEVECLKANTNEVLWAVVAAFTK. Result: 0 (no interaction). (2) Result: 0 (no interaction). The protein sequence of the target gene is MAGYLSPAAYMYVEEQEYLQAYEDVLERYKDERDKVQKKTFTKWINQHLMKVRKHVNDLYEDLRDGHNLISLLEVLSGDTLPREKGRMRFHRLQNVQIALDYLKRRQVKLVNIRNDDITDGNPKLTLGLIWTIILHFQISDIHVTGESEDMSAKERLLLWTQQATEGYAGVRCENFTTCWRDGKLFNAIIHKYRPDLIDMNTVAVQSNLANLEHAFYVAEKIGVIRLLDPEDVDVSSPDEKSVITYVSSLYDAFPKVPEGGEGIGANDVEVKWIEYQNMVNYLIQWIRHHVVTMSERTFP.... The miRNA is cel-miR-360-3p with sequence UGACCGUAAUCCCGUUCACAA.